Dataset: Catalyst prediction with 721,799 reactions and 888 catalyst types from USPTO. Task: Predict which catalyst facilitates the given reaction. (1) Reactant: C([O:8][C:9]1[C:14](=[O:15])[CH:13]=[CH:12][N:11]([C:16]2[CH:32]=[CH:31][C:19]3[NH:20][C:21]([C:23]4[CH:28]=[CH:27][C:26]([O:29][CH3:30])=[CH:25][CH:24]=4)=[N:22][C:18]=3[CH:17]=2)[CH:10]=1)C1C=CC=CC=1. Product: [OH:8][C:9]1[C:14](=[O:15])[CH:13]=[CH:12][N:11]([C:16]2[CH:32]=[CH:31][C:19]3[NH:20][C:21]([C:23]4[CH:24]=[CH:25][C:26]([O:29][CH3:30])=[CH:27][CH:28]=4)=[N:22][C:18]=3[CH:17]=2)[CH:10]=1. The catalyst class is: 50. (2) Reactant: C[O:2][C:3]1[CH:4]=[C:5]2[C:9](=[CH:10][CH:11]=1)[NH:8][C:7]([CH3:12])=[CH:6]2.B(Br)(Br)Br.O.C(=O)(O)[O-].[Na+]. Product: [CH3:12][C:7]1[NH:8][C:9]2[C:5]([CH:6]=1)=[CH:4][C:3]([OH:2])=[CH:11][CH:10]=2. The catalyst class is: 2. (3) Reactant: [O:1]1[CH2:6][CH2:5][CH:4]([CH2:7][CH2:8][CH2:9][OH:10])[CH2:3][CH2:2]1.CC(OI1(OC(C)=O)(OC(C)=O)OC(=O)C2C=CC=CC1=2)=O.CCOCC.C([O-])([O-])=O.[K+].[K+]. Product: [O:1]1[CH2:6][CH2:5][CH:4]([CH2:7][CH2:8][CH:9]=[O:10])[CH2:3][CH2:2]1. The catalyst class is: 2. (4) Reactant: [Cl-].O[NH3+:3].[C:4](=[O:7])([O-])[OH:5].[Na+].CS(C)=O.[Si]([O:20][CH2:21][C:22]1([CH2:26][O:27][C@H:28]2[CH2:33][CH2:32][C@H:31]([N:34]3[C:39](=[O:40])[C:38]([CH2:41][C:42]4[CH:47]=[CH:46][C:45]([C:48]5[C:49]([C:54]#[N:55])=[CH:50][CH:51]=[CH:52][CH:53]=5)=[CH:44][CH:43]=4)=[C:37]([CH2:56][CH2:57][CH3:58])[N:36]4[N:59]=[CH:60][N:61]=[C:35]34)[CH2:30][CH2:29]2)[CH2:25][CH2:24][CH2:23]1)(C(C)(C)C)(C)C. Product: [OH:20][CH2:21][C:22]1([CH2:26][O:27][C@H:28]2[CH2:33][CH2:32][C@H:31]([N:34]3[C:39](=[O:40])[C:38]([CH2:41][C:42]4[CH:43]=[CH:44][C:45]([C:48]5[CH:53]=[CH:52][CH:51]=[CH:50][C:49]=5[C:54]5[NH:3][C:4](=[O:7])[O:5][N:55]=5)=[CH:46][CH:47]=4)=[C:37]([CH2:56][CH2:57][CH3:58])[N:36]4[N:59]=[CH:60][N:61]=[C:35]34)[CH2:30][CH2:29]2)[CH2:23][CH2:24][CH2:25]1. The catalyst class is: 69. (5) Reactant: [CH3:1][Si:2]([C:5]#[CH:6])([CH3:4])[CH3:3].[Li]CCCC.[F:12][CH2:13][C:14](OCC)=[O:15].B(F)(F)F.[Cl-].[NH4+]. Product: [F:12][CH2:13][C:14](=[O:15])[C:6]#[C:5][Si:2]([CH3:4])([CH3:3])[CH3:1]. The catalyst class is: 188.